Predict the reactants needed to synthesize the given product. From a dataset of Full USPTO retrosynthesis dataset with 1.9M reactions from patents (1976-2016). (1) Given the product [CH3:16][O:17][C:18](=[O:25])[CH:19]([N:10]1[C:11]2[C:7](=[CH:6][C:5]([O:4][CH3:3])=[CH:13][CH:12]=2)[C:8](=[O:15])[C:9]1=[O:14])[CH2:20][CH:21]([CH3:23])[CH3:22], predict the reactants needed to synthesize it. The reactants are: [H-].[Na+].[CH3:3][O:4][C:5]1[CH:6]=[C:7]2[C:11](=[CH:12][CH:13]=1)[NH:10][C:9](=[O:14])[C:8]2=[O:15].[CH3:16][O:17][C:18](=[O:25])[CH:19](Br)[CH2:20][CH:21]([CH3:23])[CH3:22]. (2) Given the product [NH2:21][C:17]1[CH:16]=[C:15]([C:13]2[CH:12]=[C:11]([C:24]([O:26][CH2:27][CH3:28])=[O:25])[C:10](=[O:29])[N:9]([OH:8])[CH:14]=2)[CH:20]=[CH:19][CH:18]=1, predict the reactants needed to synthesize it. The reactants are: C([O:8][N:9]1[CH:14]=[C:13]([C:15]2[CH:20]=[CH:19][CH:18]=[C:17]([N+:21]([O-])=O)[CH:16]=2)[CH:12]=[C:11]([C:24]([O:26][CH2:27][CH3:28])=[O:25])[C:10]1=[O:29])C1C=CC=CC=1. (3) Given the product [CH:16]([C:19]1[CH:24]=[C:23]([CH:25]([CH3:26])[CH3:27])[CH:22]=[C:21]([CH:28]([CH3:30])[CH3:29])[C:20]=1[S:31]([O:1][N:2]=[C:3]([C:14]#[N:15])[C:4]1[CH:9]=[CH:8][C:7]([O:10][CH3:11])=[C:6]([O:12][CH3:13])[CH:5]=1)(=[O:33])=[O:32])([CH3:17])[CH3:18], predict the reactants needed to synthesize it. The reactants are: [OH:1][N:2]=[C:3]([C:14]#[N:15])[C:4]1[CH:9]=[CH:8][C:7]([O:10][CH3:11])=[C:6]([O:12][CH3:13])[CH:5]=1.[CH:16]([C:19]1[CH:24]=[C:23]([CH:25]([CH3:27])[CH3:26])[CH:22]=[C:21]([CH:28]([CH3:30])[CH3:29])[C:20]=1[S:31](Cl)(=[O:33])=[O:32])([CH3:18])[CH3:17].C(N(CC)CC)C. (4) The reactants are: [Br:1][C:2]1[C:22]([OH:23])=[CH:21][C:5]2[C:6]([CH3:20])([CH3:19])[C:7]3[NH:8][C:9]4[C:14]([C:15]=3[C:16](=[O:17])[C:4]=2[CH:3]=1)=[CH:13][CH:12]=[C:11]([Cl:18])[CH:10]=4.C1(P(C2C=CC=CC=2)C2C=CC=CC=2)C=CC=CC=1.[CH3:43][C:44]1([CH3:51])[O:48][C@H:47]([CH2:49]O)[CH2:46][O:45]1.C1(C)C=CC=CC=1.C(OC(N=NC(OCC)=O)=O)C. Given the product [Cl:18][C:11]1[CH:10]=[C:9]2[C:14]([C:15]3[C:16](=[O:17])[C:4]4[CH:3]=[C:2]([Br:1])[C:22]([O:23][CH2:49][C@H:47]5[CH2:46][O:45][C:44]([CH3:51])([CH3:43])[O:48]5)=[CH:21][C:5]=4[C:6]([CH3:20])([CH3:19])[C:7]=3[NH:8]2)=[CH:13][CH:12]=1, predict the reactants needed to synthesize it. (5) Given the product [NH2:31][C@@H:32]1[CH2:37][CH2:36][C@H:35]([O:38][C:39]2[C:40]([Cl:16])=[C:41]3[C:46](=[CH:47][CH:48]=2)[C:45](=[O:50])[NH:44][CH:43]=[CH:42]3)[CH2:34][CH2:33]1, predict the reactants needed to synthesize it. The reactants are: C(OC(=O)N[C@H]1CC[C@@H](O)CC1)(C)(C)C.[Cl:16]C1C2C(=C(Cl)C(F)=CC=2)C=CN=1.Cl.Cl.[NH2:31][C@@H:32]1[CH2:37][CH2:36][C@H:35]([O:38][C:39]2[CH:40]=[C:41]3[C:46](=[CH:47][C:48]=2Cl)[C:45]([OH:50])=[N:44][CH:43]=[CH:42]3)[CH2:34][CH2:33]1. (6) The reactants are: [C:1]([C:4]1[CH:12]=[C:11]2[C:7]([CH:8]=[CH:9][NH:10]2)=[CH:6][CH:5]=1)(=[O:3])[CH3:2].[OH2:13]. Given the product [C:1]([C:4]1[CH:12]=[C:11]2[C:7]([C:8]3[C:9]([NH:10]2)=[C:9]2[NH:10][C:11]4[CH:12]=[C:4]([C:1](=[O:13])[CH3:2])[CH:5]=[CH:6][C:7]=4[C:8]2=[C:9]2[NH:10][C:11]4[CH:12]=[C:4]([C:1](=[O:3])[CH3:2])[CH:5]=[CH:6][C:7]=4[C:8]=32)=[CH:6][CH:5]=1)(=[O:3])[CH3:2], predict the reactants needed to synthesize it. (7) Given the product [Cl:1][C:2]1[CH:3]=[CH:4][C:5]([O:29][CH:30]([F:32])[F:31])=[C:6]([C:8]2[C:12]([NH:13][C:14]([C:16]3[CH:17]=[N:18][N:19]4[CH:24]=[CH:23][CH:22]=[N:21][C:20]=34)=[O:15])=[CH:11][N:10]([CH2:25][C:26]([N:34]3[CH2:35][CH2:36][CH:37]([C:40]([O:42][CH2:43][CH2:44][N:45]4[CH2:50][CH2:49][O:48][CH2:47][CH2:46]4)=[O:41])[CH2:38][CH2:39]3)=[O:27])[N:9]=2)[CH:7]=1, predict the reactants needed to synthesize it. The reactants are: [Cl:1][C:2]1[CH:3]=[CH:4][C:5]([O:29][CH:30]([F:32])[F:31])=[C:6]([C:8]2[C:12]([NH:13][C:14]([C:16]3[CH:17]=[N:18][N:19]4[CH:24]=[CH:23][CH:22]=[N:21][C:20]=34)=[O:15])=[CH:11][N:10]([CH2:25][C:26](O)=[O:27])[N:9]=2)[CH:7]=1.Cl.[NH:34]1[CH2:39][CH2:38][CH:37]([C:40]([O:42][CH2:43][CH2:44][N:45]2[CH2:50][CH2:49][O:48][CH2:47][CH2:46]2)=[O:41])[CH2:36][CH2:35]1.CCN(C(C)C)C(C)C.CN(C(ON1N=NC2C=CC=NC1=2)=[N+](C)C)C.F[P-](F)(F)(F)(F)F. (8) The reactants are: C1(C)C=CC=CC=1.[CH3:8][C:9]1[N:13]([C:14]2[CH:19]=[CH:18][C:17]([C:20]([F:23])([F:22])[F:21])=[CH:16][N:15]=2)[N:12]=[CH:11][C:10]=1[C:24](Cl)=[O:25].[N:27]1C=CC=CC=1.[NH2:33][C:34]1[CH:35]=C[C:37]([Cl:40])=[N:38][CH:39]=1. Given the product [Cl:40][C:37]1[N:27]=[CH:35][C:34]([NH:33][C:24]([C:10]2[CH:11]=[N:12][N:13]([C:14]3[CH:19]=[CH:18][C:17]([C:20]([F:23])([F:22])[F:21])=[CH:16][N:15]=3)[C:9]=2[CH3:8])=[O:25])=[CH:39][N:38]=1, predict the reactants needed to synthesize it. (9) The reactants are: C([O:3][C:4](=[O:20])[C@@H:5]([O:18][CH3:19])[CH2:6][C:7]1[CH:12]=[CH:11][C:10]([O:13][CH2:14][CH2:15][CH2:16]Br)=[CH:9][CH:8]=1)C.[CH:21]1[C:30]2[CH2:29][CH2:28][CH2:27][CH2:26][C:25]=2[CH:24]=[CH:23][C:22]=1[OH:31].[OH-].[Na+]. Given the product [CH3:19][O:18][C@@H:5]([CH2:6][C:7]1[CH:8]=[CH:9][C:10]([O:13][CH2:14][CH2:15][CH2:16][O:31][C:22]2[CH:23]=[CH:24][C:25]3[CH2:26][CH2:27][CH2:28][CH2:29][C:30]=3[CH:21]=2)=[CH:11][CH:12]=1)[C:4]([OH:3])=[O:20], predict the reactants needed to synthesize it.